Predict the reactants needed to synthesize the given product. From a dataset of Full USPTO retrosynthesis dataset with 1.9M reactions from patents (1976-2016). (1) Given the product [CH3:6][C:7]([CH3:43])([CH2:41][CH3:42])[CH2:8][C:9]1[N:5]=[C:12]([C:14]2([CH2:26][C:27]3[CH:32]=[CH:31][C:30]([C:33]4[CH:38]=[CH:37][C:36]([F:39])=[CH:35][N:34]=4)=[CH:29][CH:28]=3)[CH2:18][CH2:17][CH2:16][N:15]2[C:19]([O:21][C:22]([CH3:23])([CH3:24])[CH3:25])=[O:20])[NH:11][CH:10]=1, predict the reactants needed to synthesize it. The reactants are: C([O-])(=O)C.[NH4+:5].[CH3:6][C:7]([CH3:43])([CH2:41][CH3:42])[CH2:8][C:9](=O)[CH2:10][NH:11][C:12]([C:14]1([CH2:26][C:27]2[CH:32]=[CH:31][C:30]([C:33]3[CH:38]=[CH:37][C:36]([F:39])=[CH:35][N:34]=3)=[CH:29][CH:28]=2)[CH2:18][CH2:17][CH2:16][N:15]1[C:19]([O:21][C:22]([CH3:25])([CH3:24])[CH3:23])=[O:20])=O. (2) Given the product [F:27][C:2]([F:26])([F:1])[C:3]1[CH:8]=[CH:7][C:6]([C:9]2[N:14]=[CH:13][N:12]=[C:11]([O:15][C:16]3[C:21]4[N:22]=[C:23]([NH:25][C:28](=[O:30])[CH3:29])[S:24][C:20]=4[CH:19]=[CH:18][CH:17]=3)[CH:10]=2)=[CH:5][CH:4]=1, predict the reactants needed to synthesize it. The reactants are: [F:1][C:2]([F:27])([F:26])[C:3]1[CH:8]=[CH:7][C:6]([C:9]2[N:14]=[CH:13][N:12]=[C:11]([O:15][C:16]3[C:21]4[N:22]=[C:23]([NH2:25])[S:24][C:20]=4[CH:19]=[CH:18][CH:17]=3)[CH:10]=2)=[CH:5][CH:4]=1.[C:28](OC(=O)C)(=[O:30])[CH3:29]. (3) Given the product [Br:1][C:2]1[CH:16]=[CH:15][C:5]2[N:6]=[C:7]([NH:9][C:10]([NH:12][CH2:13][CH3:14])=[O:11])[S:8][C:4]=2[C:3]=1[O:17][CH2:29][C:28]1[CH:31]=[CH:32][C:25]([F:24])=[CH:26][CH:27]=1, predict the reactants needed to synthesize it. The reactants are: [Br:1][C:2]1[CH:16]=[CH:15][C:5]2[N:6]=[C:7]([NH:9][C:10]([NH:12][CH2:13][CH3:14])=[O:11])[S:8][C:4]=2[C:3]=1[OH:17].C(=O)([O-])[O-].[K+].[K+].[F:24][C:25]1[CH:32]=[CH:31][C:28]([CH2:29]Br)=[CH:27][CH:26]=1.